From a dataset of Catalyst prediction with 721,799 reactions and 888 catalyst types from USPTO. Predict which catalyst facilitates the given reaction. (1) Reactant: [Cl:1][C:2]1[C:10]2[N:9]=[C:8]3[CH:11]([C:16]4[CH:21]=[CH:20][C:19]([Cl:22])=[CH:18][C:17]=4[Cl:23])[O:12][CH2:13][CH2:14][CH2:15][N:7]3[C:6]=2[C:5]([C:24]([CH:26]2[CH2:28][CH2:27]2)=[O:25])=[CH:4][CH:3]=1.[CH:29]1([Mg]Br)[CH2:31][CH2:30]1.C(OCC)(=O)C.[Cl-].[NH4+]. Product: [Cl:1][C:2]1[C:10]2[N:9]=[C:8]3[CH:11]([C:16]4[CH:21]=[CH:20][C:19]([Cl:22])=[CH:18][C:17]=4[Cl:23])[O:12][CH2:13][CH2:14][CH2:15][N:7]3[C:6]=2[C:5]([C:24]([CH:29]2[CH2:31][CH2:30]2)([CH:26]2[CH2:28][CH2:27]2)[OH:25])=[CH:4][CH:3]=1. The catalyst class is: 7. (2) Reactant: [CH:1]1([S:4]([C:7]2[CH:12]=[CH:11][C:10]([CH:13]([C:21]3[NH:22][C:23]([C:29]4[S:30][CH:31]=[CH:32][N:33]=4)=[CH:24][C:25]=3[C:26]([OH:28])=O)[CH2:14][CH:15]3[CH2:20][CH2:19][O:18][CH2:17][CH2:16]3)=[CH:9][CH:8]=2)(=[O:6])=[O:5])[CH2:3][CH2:2]1.[CH3:34][NH:35][CH3:36].CN(C(ON1N=NC2C1=CC=CC=2)=[N+](C)C)C.F[P-](F)(F)(F)(F)F.C(N(CC)C(C)C)(C)C.Cl. Product: [CH:1]1([S:4]([C:7]2[CH:12]=[CH:11][C:10]([CH:13]([C:21]3[NH:22][C:23]([C:29]4[S:30][CH:31]=[CH:32][N:33]=4)=[CH:24][C:25]=3[C:26]([N:35]([CH3:36])[CH3:34])=[O:28])[CH2:14][CH:15]3[CH2:16][CH2:17][O:18][CH2:19][CH2:20]3)=[CH:9][CH:8]=2)(=[O:5])=[O:6])[CH2:2][CH2:3]1. The catalyst class is: 9. (3) Reactant: [H-].[Na+].[Br:3][C:4]1[CH:5]=[C:6]([OH:10])[CH:7]=[CH:8][CH:9]=1.Br[C:12]1[CH:17]=CC=C[C:13]=1[OH:18].CC(=O)OCC. Product: [Br:3][C:4]1[CH:5]=[C:6]([CH:7]=[CH:8][CH:9]=1)[O:10][CH2:17][CH:12]1[CH2:13][O:18]1. The catalyst class is: 18. (4) Reactant: [N:1]([C@H:4]1[C@H:9]([OH:10])[CH2:8][CH2:7][C@H:6]([C:11]([O:13][CH2:14][CH3:15])=[O:12])[CH2:5]1)=[N+]=[N-].[C:16](O[C:16]([O:18][C:19]([CH3:22])([CH3:21])[CH3:20])=[O:17])([O:18][C:19]([CH3:22])([CH3:21])[CH3:20])=[O:17]. Product: [C:19]([O:18][C:16]([NH:1][C@H:4]1[C@H:9]([OH:10])[CH2:8][CH2:7][C@H:6]([C:11]([O:13][CH2:14][CH3:15])=[O:12])[CH2:5]1)=[O:17])([CH3:22])([CH3:21])[CH3:20]. The catalyst class is: 78. (5) Reactant: [Br:1][C:2]1[CH:3]=[CH:4][C:5]2[O:9][C:8]([C:10](=[O:14])[CH:11]([CH3:13])[CH3:12])=[C:7]([CH3:15])[C:6]=2[CH:16]=1.[BH4-].[Na+]. Product: [Br:1][C:2]1[CH:3]=[CH:4][C:5]2[O:9][C:8]([CH:10]([OH:14])[CH:11]([CH3:12])[CH3:13])=[C:7]([CH3:15])[C:6]=2[CH:16]=1. The catalyst class is: 83. (6) Reactant: [Cl:1][C:2]1[CH:3]=[C:4]2[C:9](=[CH:10][C:11]=1[CH:12]=[O:13])[O:8][CH:7]([C:14]([F:17])([F:16])[F:15])[C:6]([C:18]([O:20][CH2:21][CH3:22])=[O:19])=[CH:5]2.[S:23]1[CH:27]=[CH:26][CH:25]=[C:24]1[Mg]Br.OS(O)(=O)=O. Product: [Cl:1][C:2]1[CH:3]=[C:4]2[C:9](=[CH:10][C:11]=1[CH:12]([OH:13])[C:24]1[S:23][CH:27]=[CH:26][CH:25]=1)[O:8][CH:7]([C:14]([F:17])([F:16])[F:15])[C:6]([C:18]([O:20][CH2:21][CH3:22])=[O:19])=[CH:5]2. The catalyst class is: 28. (7) Reactant: [C:1](/[CH:3]=[CH:4]/[C:5]1[N:10]=[C:9]([CH2:11][C:12]2[C:20]3[C:15](=[CH:16][C:17]([O:21][CH3:22])=[CH:18][CH:19]=3)[N:14](C(OC(C)(C)C)=O)[C:13]=2[C:30]2[CH:35]=[CH:34][CH:33]=[CH:32][CH:31]=2)[CH:8]=[CH:7][CH:6]=1)#[N:2].FC(F)(F)C(O)=O.C(OCC)(=O)C.C(=O)([O-])O.[Na+]. Product: [CH3:22][O:21][C:17]1[CH:16]=[C:15]2[C:20]([C:12]([CH2:11][C:9]3[N:10]=[C:5](/[CH:4]=[CH:3]/[C:1]#[N:2])[CH:6]=[CH:7][CH:8]=3)=[C:13]([C:30]3[CH:35]=[CH:34][CH:33]=[CH:32][CH:31]=3)[NH:14]2)=[CH:19][CH:18]=1. The catalyst class is: 245.